Dataset: Tyrosyl-DNA phosphodiesterase HTS with 341,365 compounds. Task: Binary Classification. Given a drug SMILES string, predict its activity (active/inactive) in a high-throughput screening assay against a specified biological target. (1) The compound is Clc1cc(C(=O)N(CC(=O)NCc2sccc2)CC)ccc1. The result is 0 (inactive). (2) The drug is OC1(N(CC(C)C)C(=O)c2c1cccc2)Cc1ccccc1. The result is 0 (inactive). (3) The drug is O=C(Nc1ccncc1)c1c(NC(=O)c2ccccc2)cccc1. The result is 0 (inactive). (4) The drug is Clc1cc(c(OCC(O)=O)c(OC)c1)C(O)=O. The result is 0 (inactive). (5) The compound is S(=O)(=O)(N1CCCCCC1)c1cc(NC(=O)CSCC(=O)Nc2noc(c2)C)ccc1. The result is 0 (inactive). (6) The drug is Clc1c(cc(OCc2onc(C(=O)N3CCN(CC4CC4)CC3)c2)cc1C)C. The result is 0 (inactive). (7) The molecule is Brc1cn(nc1)Cc1cc(ccc1)C(=O)NCc1ccncc1. The result is 0 (inactive). (8) The molecule is S(CC(=O)N1CCN(CC1)c1ccccc1)Cc1cc(F)ccc1. The result is 0 (inactive). (9) The molecule is s1c(nnc1N)c1ccc(CCCCC)cc1. The result is 0 (inactive).